Task: Predict the product of the given reaction.. Dataset: Forward reaction prediction with 1.9M reactions from USPTO patents (1976-2016) (1) Given the reactants [CH2:1]([O:3][C:4]([C:6]1[NH:7][C:8]2[C:13]([CH:14]=1)=[CH:12][C:11]([OH:15])=[C:10]([Br:16])[CH:9]=2)=[O:5])[CH3:2].[CH:17]([N:20]1[CH2:25][CH2:24][CH:23](O)[CH2:22][CH2:21]1)([CH3:19])[CH3:18].C(P(CCCC)CCCC)CCC.N(C(OC(C)(C)C)=O)=NC(OC(C)(C)C)=O, predict the reaction product. The product is: [CH2:1]([O:3][C:4]([C:6]1[NH:7][C:8]2[C:13]([CH:14]=1)=[CH:12][C:11]([O:15][CH:23]1[CH2:24][CH2:25][N:20]([CH:17]([CH3:19])[CH3:18])[CH2:21][CH2:22]1)=[C:10]([Br:16])[CH:9]=2)=[O:5])[CH3:2]. (2) Given the reactants Cl[C:2]1C=CC(N)=C(N)[CH:3]=1.[F:10][C:11]([F:21])([F:20])[C:12]1[CH:17]=[CH:16][C:15]([NH2:18])=[C:14]([NH2:19])[CH:13]=1, predict the reaction product. The product is: [F:10][C:11]([F:20])([F:21])[C:12]1[CH:13]=[C:14]2[C:15]([N:18]=[CH:2][CH:3]=[N:19]2)=[CH:16][CH:17]=1. (3) Given the reactants [C:1](/[CH:3]=[CH:4]/[S:5]([C:8]1[CH:13]=[CH:12][C:11]([C:14]([CH3:19])([CH3:18])[C:15]([OH:17])=O)=[CH:10][CH:9]=1)(=[O:7])=[O:6])#[N:2].C([O:24][C:25](=[O:35])[CH2:26][O:27][C:28]1[CH:33]=[CH:32][CH:31]=[C:30]([NH2:34])[CH:29]=1)(C)(C)C.Cl.CN(C)CCCN=C=NCC.ON1C2C=CC=CC=2N=N1.FC(F)(F)C(O)=O, predict the reaction product. The product is: [C:1](/[CH:3]=[CH:4]/[S:5]([C:8]1[CH:9]=[CH:10][C:11]([C:14]([CH3:19])([CH3:18])[C:15]([NH:34][C:30]2[CH:29]=[C:28]([CH:33]=[CH:32][CH:31]=2)[O:27][CH2:26][C:25]([OH:35])=[O:24])=[O:17])=[CH:12][CH:13]=1)(=[O:6])=[O:7])#[N:2].